Dataset: Full USPTO retrosynthesis dataset with 1.9M reactions from patents (1976-2016). Task: Predict the reactants needed to synthesize the given product. Given the product [CH3:1][O:2][C:3]12[CH2:8][CH2:7][CH:6]([CH2:9][CH2:10]1)[CH2:5][C:4]2=[O:11], predict the reactants needed to synthesize it. The reactants are: [CH3:1][O:2][C:3]12[CH2:10][CH2:9][CH:6]([CH:7]=[CH:8]1)[CH2:5][C:4]2=[O:11].